Predict which catalyst facilitates the given reaction. From a dataset of Catalyst prediction with 721,799 reactions and 888 catalyst types from USPTO. (1) Reactant: Br[C:2]1[CH:9]=[CH:8][CH:7]=[CH:6][C:3]=1[C:4]#[N:5].[C:10](=[O:13])([O-])[O-].[Na+].[Na+].[CH2:16]([OH:18])C.[C:19]1(C)[CH:24]=[CH:23][CH:22]=[CH:21][CH:20]=1. Product: [CH3:16][O:18][C:19]1[CH:24]=[CH:23][C:22]([C:2]2[CH:9]=[CH:8][CH:7]=[CH:6][C:3]=2[C:4]#[N:5])=[CH:21][C:20]=1[CH:10]=[O:13]. The catalyst class is: 167. (2) The catalyst class is: 31. Reactant: [Cl:1][C:2]1[C:3](Cl)=[C:4]2[N:10]=[C:9]([C:11]3[CH:16]=[CH:15][C:14]([O:17][CH2:18][CH2:19][N:20]4[CH2:25][CH2:24][O:23][CH2:22][CH2:21]4)=[CH:13][CH:12]=3)[NH:8][C:5]2=[N:6][CH:7]=1.[CH2:27]([SH:34])[C:28]1[CH:33]=[CH:32][CH:31]=[CH:30][CH:29]=1.C([O-])(C)(C)C. Product: [CH2:27]([S:34][C:3]1[C:2]([Cl:1])=[CH:7][N:6]=[C:5]2[N:8]=[C:9]([C:11]3[CH:12]=[CH:13][C:14]([O:17][CH2:18][CH2:19][N:20]4[CH2:25][CH2:24][O:23][CH2:22][CH2:21]4)=[CH:15][CH:16]=3)[NH:10][C:4]=12)[C:28]1[CH:33]=[CH:32][CH:31]=[CH:30][CH:29]=1. (3) Reactant: N1C=CC=CC=1.[F:7][C:8]([F:21])([F:20])[S:9]([O:12]S(C(F)(F)F)(=O)=O)(=[O:11])=[O:10].[CH2:22]([O:24][C:25]([CH:27]1[CH2:32][CH2:31][C:30](=O)[CH2:29][CH2:28]1)=[O:26])[CH3:23].O. Product: [F:7][C:8]([F:21])([F:20])[S:9]([O:12][C:30]1[CH2:31][CH2:32][CH:27]([C:25]([O:24][CH2:22][CH3:23])=[O:26])[CH2:28][CH:29]=1)(=[O:11])=[O:10]. The catalyst class is: 11. (4) Reactant: C(N(C(C)C)CC)(C)C.[Na+].[I-].[Cl:12][CH2:13][C:14]([N:16]([CH3:18])[CH3:17])=[O:15].[Cl:19][C:20]1[CH:29]=[C:28]2[C:23]([CH:24]=[CH:25][C:26]([CH3:30])=[N:27]2)=[C:22]([N:31]2[CH2:36][CH2:35][N:34]([CH2:37][CH2:38][C:39]3[CH:40]=[C:41]([CH:43]=[CH:44][CH:45]=3)[NH2:42])[CH2:33][CH2:32]2)[CH:21]=1.Cl. Product: [ClH:12].[ClH:19].[CH3:17][N:16]([CH3:18])[C:14](=[O:15])[CH2:13][NH:42][C:41]1[CH:43]=[CH:44][CH:45]=[C:39]([CH2:38][CH2:37][N:34]2[CH2:33][CH2:32][N:31]([C:22]3[CH:21]=[CH:20][CH:29]=[C:28]4[C:23]=3[CH:24]=[CH:25][C:26]([CH3:30])=[N:27]4)[CH2:36][CH2:35]2)[CH:40]=1. The catalyst class is: 405. (5) Reactant: [CH2:1]1[CH:9]2[CH:4]([CH:5]3[CH2:10][CH:8]2[CH2:7][CH:6]3[NH:11][C:12](=[O:18])[O:13][C:14]([CH3:17])([CH3:16])[CH3:15])[CH:3]=[CH:2]1.C1C2C(C3CC2CC3NC(=O)OC(C)(C)C)CC=1.C(O)(=O)C. Product: [CH2:1]1[CH:9]2[CH:4]([CH:5]3[CH2:10][CH:8]2[CH2:7][CH:6]3[NH:11][C:12](=[O:18])[O:13][C:14]([CH3:16])([CH3:15])[CH3:17])[CH2:3][CH2:2]1. The catalyst class is: 19. (6) Reactant: [Cl:1][C:2]1[CH:7]=[CH:6][C:5]([C:8]2([C:13]([OH:15])=O)[CH2:12][CH2:11][CH2:10][CH2:9]2)=[CH:4][CH:3]=1.[C:16](N1C=CN=C1)([N:18]1[CH:22]=CN=C1)=O.C(=NO)([NH2:30])C. Product: [Cl:1][C:2]1[CH:3]=[CH:4][C:5]([C:8]2([C:13]3[O:15][NH:30][N:18]([CH3:22])[CH:16]=3)[CH2:9][CH2:10][CH2:11][CH2:12]2)=[CH:6][CH:7]=1. The catalyst class is: 1. (7) Reactant: [CH3:1][O:2][C:3](=[O:13])[O:4][C:5]1[CH:10]=[CH:9][C:8]([F:11])=[CH:7][C:6]=1[CH3:12].[N+:14]([O-])([OH:16])=[O:15]. Product: [CH3:1][O:2][C:3](=[O:13])[O:4][C:5]1[CH:10]=[C:9]([N+:14]([O-:16])=[O:15])[C:8]([F:11])=[CH:7][C:6]=1[CH3:12]. The catalyst class is: 65.